Dataset: Peptide-MHC class I binding affinity with 185,985 pairs from IEDB/IMGT. Task: Regression. Given a peptide amino acid sequence and an MHC pseudo amino acid sequence, predict their binding affinity value. This is MHC class I binding data. (1) The peptide sequence is FAAPHRGVA. The MHC is HLA-B51:01 with pseudo-sequence HLA-B51:01. The binding affinity (normalized) is 0.0847. (2) The peptide sequence is ANTSSASNK. The MHC is HLA-A33:01 with pseudo-sequence HLA-A33:01. The binding affinity (normalized) is 0.299. (3) The peptide sequence is HINALEYIIK. The MHC is HLA-A03:01 with pseudo-sequence HLA-A03:01. The binding affinity (normalized) is 0.560. (4) The peptide sequence is KLTSYSAGL. The MHC is HLA-A02:50 with pseudo-sequence HLA-A02:50. The binding affinity (normalized) is 1.00. (5) The peptide sequence is AFGLFWLVW. The MHC is HLA-A69:01 with pseudo-sequence HLA-A69:01. The binding affinity (normalized) is 0.0847. (6) The peptide sequence is TEQFLCYAL. The MHC is HLA-B40:01 with pseudo-sequence HLA-B40:01. The binding affinity (normalized) is 0.143. (7) The MHC is H-2-Db with pseudo-sequence H-2-Db. The binding affinity (normalized) is 0.224. The peptide sequence is FTPQNGQFI. (8) The peptide sequence is FWTDVTPNYA. The binding affinity (normalized) is 0. The MHC is Mamu-A2201 with pseudo-sequence Mamu-A2201. (9) The peptide sequence is VSRQEKGKSL. The MHC is HLA-B08:01 with pseudo-sequence HLA-B08:01. The binding affinity (normalized) is 0.365. (10) The peptide sequence is MSIQLINKAV. The MHC is HLA-A02:06 with pseudo-sequence HLA-A02:06. The binding affinity (normalized) is 0.406.